This data is from Reaction yield outcomes from USPTO patents with 853,638 reactions. The task is: Predict the reaction yield, written as a fraction of the theoretical maximum amount of product (1.0 means a 100% yield; for example, 0.34 means a 34% yield). (1) The catalyst is [Cu]I.O.CS(C)=O. The yield is 0.880. The product is [CH3:1][O:2][C:3]1[CH:4]=[C:5]2[C:10](=[C:11]([O:13][CH3:14])[CH:12]=1)[C:9](=[O:15])[N:8]([C:17]1[CH:22]=[CH:21][C:20]([O:23][CH3:24])=[CH:19][CH:18]=1)[CH:7]=[CH:6]2. The reactants are [CH3:1][O:2][C:3]1[CH:4]=[C:5]2[C:10](=[C:11]([O:13][CH3:14])[CH:12]=1)[C:9]([OH:15])=[N:8][CH:7]=[CH:6]2.I[C:17]1[CH:22]=[CH:21][C:20]([O:23][CH3:24])=[CH:19][CH:18]=1.N1CCC[C@H]1C(O)=O.C(=O)([O-])[O-].[K+].[K+]. (2) The reactants are [C:1]([N:20]1[CH:24]=[C:23]([C:25]([OH:27])=O)[N:22]=[CH:21]1)([C:14]1[CH:19]=[CH:18][CH:17]=[CH:16][CH:15]=1)([C:8]1[CH:13]=[CH:12][CH:11]=[CH:10][CH:9]=1)[C:2]1[CH:7]=[CH:6][CH:5]=[CH:4][CH:3]=1.CCN=C=NCCCN(C)C.C(N(CCCC)CCCC)CCC.Cl.[CH3:53][NH:54][O:55][CH3:56]. The catalyst is ClCCl.O. The product is [O:55]([N:54]([CH3:53])[C:25]([C:23]1[N:22]=[CH:21][N:20]([C:1]([C:2]2[CH:7]=[CH:6][CH:5]=[CH:4][CH:3]=2)([C:8]2[CH:9]=[CH:10][CH:11]=[CH:12][CH:13]=2)[C:14]2[CH:15]=[CH:16][CH:17]=[CH:18][CH:19]=2)[CH:24]=1)=[O:27])[CH3:56]. The yield is 1.00. (3) The reactants are [N:1]1[N:5]2[CH:6]=[CH:7][C:8](=[O:10])[NH:9][C:4]2=[CH:3][CH:2]=1.[I:11]N1C(=O)CCC1=O. The catalyst is CN(C=O)C. The product is [I:11][C:3]1[CH:2]=[N:1][N:5]2[CH:6]=[CH:7][C:8](=[O:10])[NH:9][C:4]=12. The yield is 0.860. (4) The reactants are Cl[CH2:2][C:3]1[CH:13]=[CH:12][C:6]2[O:7][C:8]([F:11])([F:10])[O:9][C:5]=2[CH:4]=1.[C-]#N.[Na+].CS(C)=[O:19]. No catalyst specified. The product is [F:10][C:8]1([F:11])[O:7][C:6]2[CH:12]=[CH:13][C:3]([CH2:2][OH:19])=[CH:4][C:5]=2[O:9]1. The yield is 0.660. (5) The reactants are [C:1]1([S:7]([N:10]2[C:18]3[C:13](=[CH:14][CH:15]=[C:16]([S:19]([NH:22][CH2:23][CH2:24][NH:25][C:26]([CH:28]4[CH2:33][CH2:32][N:31]([C:34]5[CH:39]=[CH:38][C:37](=[O:40])[N:36]([CH3:41])[N:35]=5)[CH2:30][CH2:29]4)=[O:27])(=[O:21])=[O:20])[CH:17]=3)[C:12]([Cl:42])=[CH:11]2)(=[O:9])=[O:8])[CH:6]=[CH:5][CH:4]=[CH:3][CH:2]=1.[CH2:43](Br)[CH:44]=[CH2:45].C(=O)([O-])[O-].[K+].[K+]. The catalyst is C(#N)C.ClCCl. The product is [CH2:45]([N:22]([S:19]([C:16]1[CH:17]=[C:18]2[C:13]([C:12]([Cl:42])=[CH:11][N:10]2[S:7]([C:1]2[CH:2]=[CH:3][CH:4]=[CH:5][CH:6]=2)(=[O:8])=[O:9])=[CH:14][CH:15]=1)(=[O:21])=[O:20])[CH2:23][CH2:24][NH:25][C:26]([CH:28]1[CH2:33][CH2:32][N:31]([C:34]2[CH:39]=[CH:38][C:37](=[O:40])[N:36]([CH3:41])[N:35]=2)[CH2:30][CH2:29]1)=[O:27])[CH:44]=[CH2:43]. The yield is 1.00. (6) The reactants are C([Li])CCC.C(#N)C.C(=O)=O.CC1(C)CCCC(C)(C)N1.[CH3:22][O:23][C:24]1[N:25]=[N:26][C:27]([O:30][CH3:31])=[CH:28][CH:29]=1.[CH:32]1([NH:37][C:38]2[C:43](I)=[CH:42][N:41]=[C:40]([NH2:45])[N:39]=2)[CH2:36][CH2:35][CH2:34][CH2:33]1.[NH4+].[Cl-]. The catalyst is C1COCC1.[Cl-].[Zn+2].[Cl-].C1C=CC([P]([Pd]([P](C2C=CC=CC=2)(C2C=CC=CC=2)C2C=CC=CC=2)([P](C2C=CC=CC=2)(C2C=CC=CC=2)C2C=CC=CC=2)[P](C2C=CC=CC=2)(C2C=CC=CC=2)C2C=CC=CC=2)(C2C=CC=CC=2)C2C=CC=CC=2)=CC=1. The product is [CH:32]1([NH:37][C:38]2[C:43]([C:29]3[CH:28]=[C:27]([O:30][CH3:31])[N:26]=[N:25][C:24]=3[O:23][CH3:22])=[CH:42][N:41]=[C:40]([NH2:45])[N:39]=2)[CH2:33][CH2:34][CH2:35][CH2:36]1. The yield is 0.660. (7) The reactants are [Cl:1][C:2]1[CH:10]=[C:6]([C:7]([OH:9])=O)[C:5]([OH:11])=[CH:4][CH:3]=1.[N+:12]([C:15]1[CH:21]=[CH:20][C:18]([NH2:19])=[CH:17][C:16]=1[C:22]([F:25])([F:24])[F:23])([O-:14])=[O:13]. No catalyst specified. The product is [Cl:1][C:2]1[CH:3]=[CH:4][C:5]([OH:11])=[C:6]([CH:10]=1)[C:7]([NH:19][C:18]1[CH:20]=[CH:21][C:15]([N+:12]([O-:14])=[O:13])=[C:16]([C:22]([F:23])([F:24])[F:25])[CH:17]=1)=[O:9]. The yield is 0.448.